Dataset: Full USPTO retrosynthesis dataset with 1.9M reactions from patents (1976-2016). Task: Predict the reactants needed to synthesize the given product. Given the product [C:30]1([O:36][CH3:37])[CH:35]=[CH:34][CH:33]=[CH:32][CH:31]=1.[CH2:50]1[N:49]([N+:60]([O-:62])=[O:61])[CH2:48][N:53]([N+:54]([O-:56])=[O:55])[CH2:52][N:51]1[N+:57]([O-:59])=[O:58].[CH2:75]([O:76][N+:77]([O-:79])=[O:78])[C:64]([CH2:65][O:66][N+:67]([O-:69])=[O:68])([CH2:63][O:80][N+:81]([O-:83])=[O:82])[CH2:70][O:71][N+:72]([O-:74])=[O:73].[N+:54]([C:43]1[CH:44]=[CH:45][C:40]([O:39][CH3:38])=[CH:41][CH:42]=1)([O-:56])=[O:55], predict the reactants needed to synthesize it. The reactants are: C(C1(CCCCCCCC)C2C=CC=CC=2C2C1=CC=CC=2)CCCCCCC.[C:30]1([O:36][CH3:37])[CH:35]=[CH:34][CH:33]=[CH:32][CH:31]=1.[CH3:38][O:39][C:40]1[CH:45]=[CH:44][CH:43]=[CH:42][C:41]=1OC.[CH2:48]1[N:53]([N+:54]([O-:56])=[O:55])[CH2:52][N:51]([N+:57]([O-:59])=[O:58])[CH2:50][N:49]1[N+:60]([O-:62])=[O:61].[CH2:63]([O:80][N+:81]([O-:83])=[O:82])[C:64]([CH2:75][O:76][N+:77]([O-:79])=[O:78])([CH2:70][O:71][N+:72]([O-:74])=[O:73])[CH2:65][O:66][N+:67]([O-:69])=[O:68].